From a dataset of Catalyst prediction with 721,799 reactions and 888 catalyst types from USPTO. Predict which catalyst facilitates the given reaction. (1) Reactant: [F:1][C:2]1[CH:3]=[C:4]([CH:7]=[C:8]([F:11])[C:9]=1[OH:10])[CH:5]=[O:6].[C:12](=O)([O-])[O-].[K+].[K+].CI. Product: [F:1][C:2]1[CH:3]=[C:4]([CH:7]=[C:8]([F:11])[C:9]=1[O:10][CH3:12])[CH:5]=[O:6]. The catalyst class is: 35. (2) The catalyst class is: 579. Product: [Cl:1][C:2]1[CH:3]=[C:4]([N:11]2[CH2:12][CH2:13][O:14][CH2:15][CH2:16]2)[CH:5]=[CH:6][C:7]=1[NH2:8]. Reactant: [Cl:1][C:2]1[CH:3]=[C:4]([N:11]2[CH2:16][CH2:15][O:14][CH2:13][CH2:12]2)[CH:5]=[CH:6][C:7]=1[N+:8]([O-])=O. (3) Reactant: [CH2:1]([C:8]1[CH:24]=[CH:23][CH:22]=[CH:21][C:9]=1[CH2:10][N:11]1[CH:16]=[CH:15][CH:14]=[C:13]([C:17](O)=[O:18])[C:12]1=[O:20])[C:2]1[CH:7]=[CH:6][CH:5]=[CH:4][CH:3]=1.[NH2:25][C@@H:26]([CH2:34][CH2:35][CH2:36][NH:37][C:38]([NH:40][S:41]([C:44]1[C:45]([CH3:58])=[C:46]2[C:51](=[C:52]([CH3:55])[C:53]=1[CH3:54])[O:50][C:49]([CH3:57])([CH3:56])[CH2:48][CH2:47]2)(=[O:43])=[O:42])=[NH:39])[C:27]([O:29][C:30]([CH3:33])([CH3:32])[CH3:31])=[O:28].CN(C(ON1N=NC2C=CC=CC1=2)=[N+](C)C)C.F[P-](F)(F)(F)(F)F.CCN(C(C)C)C(C)C. Product: [CH2:1]([C:8]1[CH:24]=[CH:23][CH:22]=[CH:21][C:9]=1[CH2:10][N:11]1[CH:16]=[CH:15][CH:14]=[C:13]([C:17]([NH:25][C@@H:26]([CH2:34][CH2:35][CH2:36][NH:37][C:38]([NH:40][S:41]([C:44]2[C:45]([CH3:58])=[C:46]3[C:51](=[C:52]([CH3:55])[C:53]=2[CH3:54])[O:50][C:49]([CH3:57])([CH3:56])[CH2:48][CH2:47]3)(=[O:42])=[O:43])=[NH:39])[C:27]([O:29][C:30]([CH3:31])([CH3:32])[CH3:33])=[O:28])=[O:18])[C:12]1=[O:20])[C:2]1[CH:3]=[CH:4][CH:5]=[CH:6][CH:7]=1. The catalyst class is: 3.